From a dataset of Reaction yield outcomes from USPTO patents with 853,638 reactions. Predict the reaction yield, written as a fraction of the theoretical maximum amount of product (1.0 means a 100% yield; for example, 0.34 means a 34% yield). The product is [CH2:40]([N:47]1[CH2:51][CH2:50][N:49]([C@@H:52]([C:56]([CH3:58])([CH3:57])[CH3:59])[C:53]([NH:1][C@@H:2]([CH2:33][C:34]2[CH:35]=[CH:36][CH:37]=[CH:38][CH:39]=2)[CH2:3][C@H:4]([OH:32])[C@@H:5]([NH:19][C:20]([C@@H:22]([NH:27][C:28](=[O:31])[O:29][CH3:30])[C:23]([CH3:25])([CH3:26])[CH3:24])=[O:21])[CH2:6][C:7]2[CH:12]=[CH:11][C:10]([C:13]3[CH:18]=[CH:17][CH:16]=[CH:15][N:14]=3)=[CH:9][CH:8]=2)=[O:54])[C:48]1=[O:60])[C:41]1[CH:42]=[CH:43][CH:44]=[CH:45][CH:46]=1. The catalyst is C1COCC1. The reactants are [NH2:1][C@@H:2]([CH2:33][C:34]1[CH:39]=[CH:38][CH:37]=[CH:36][CH:35]=1)[CH2:3][C@H:4]([OH:32])[C@@H:5]([NH:19][C:20]([C@@H:22]([NH:27][C:28](=[O:31])[O:29][CH3:30])[C:23]([CH3:26])([CH3:25])[CH3:24])=[O:21])[CH2:6][C:7]1[CH:12]=[CH:11][C:10]([C:13]2[CH:18]=[CH:17][CH:16]=[CH:15][N:14]=2)=[CH:9][CH:8]=1.[CH2:40]([N:47]1[CH2:51][CH2:50][N:49]([C@@H:52]([C:56]([CH3:59])([CH3:58])[CH3:57])[C:53](O)=[O:54])[C:48]1=[O:60])[C:41]1[CH:46]=[CH:45][CH:44]=[CH:43][CH:42]=1.CCOP(ON1N=NC2C=CC=CC=2C1=O)(OCC)=O.C(N(CC)C(C)C)(C)C. The yield is 0.300.